From a dataset of Full USPTO retrosynthesis dataset with 1.9M reactions from patents (1976-2016). Predict the reactants needed to synthesize the given product. (1) Given the product [CH3:58][O:59][C:60]([NH:62][C@@H:63]([CH:120]([CH3:122])[CH3:121])[C:64]([N:66]1[CH2:70][CH2:69][CH2:68][C@H:67]1[C:72]1[NH:76][C:75]2[C:77]3[C:82]([CH2:83][CH2:84][C:74]=2[N:73]=1)=[CH:81][C:80]1[C:85]2[C:90]([CH2:91][O:92][C:79]=1[CH:78]=3)=[CH:89][C:88]([C:93]1[NH:97][C:96]([C@@H:98]3[CH2:102][C@H:101]([CH2:103][O:104][CH3:105])[CH2:100][N:99]3[C:106](=[O:119])[C@H:107]([NH:114][C:115](=[O:118])[O:116][CH3:117])[C:108]3[CH:113]=[CH:112][CH:111]=[CH:110][CH:109]=3)=[N:95][CH:94]=1)=[CH:87][CH:86]=2)=[O:65])=[O:61], predict the reactants needed to synthesize it. The reactants are: COC(N[C@H](C(N1CCC[C@H]1C1NC2C3C(CCC=2N=1)=CC1C2C(COC=1C=3)=CC(C1NC([C@@H]3C[C@H](COC)CN3C(OC(C)(C)C)=O)=NC=1)=CC=2)=O)C(C)C)=O.[CH3:58][O:59][C:60]([NH:62][C@@H:63]([CH:120]([CH3:122])[CH3:121])[C:64]([N:66]1[C@@H:70](C)[CH2:69][CH2:68][C@H:67]1[C:72]1[NH:76][C:75]2[C:77]3[C:82]([CH2:83][CH2:84][C:74]=2[N:73]=1)=[CH:81][C:80]1[C:85]2[C:90]([CH2:91][O:92][C:79]=1[CH:78]=3)=[CH:89][C:88]([C:93]1[NH:97][C:96]([C@@H:98]3[CH2:102][C@H:101]([CH2:103][O:104][CH3:105])[CH2:100][N:99]3[C:106](=[O:119])[C@H:107]([NH:114][C:115](=[O:118])[O:116][CH3:117])[C:108]3[CH:113]=[CH:112][CH:111]=[CH:110][CH:109]=3)=[N:95][CH:94]=1)=[CH:87][CH:86]=2)=[O:65])=[O:61].COC(N[C@H](C(N1[C@@H](C)CC[C@H]1C1NC2C3C(CCC=2N=1)=CC1C2C(COC=1C=3)=CC(C1NC([C@@H]3C[C@H](COC)CN3C(OC(C)(C)C)=O)=NC=1)=CC=2)=O)C(C)C)=O. (2) Given the product [CH:4]1[C:5]2[C:10](=[CH:9][CH:8]=[CH:7][CH:6]=2)[CH:11]=[C:2]([O:1][S:21]([C:20]([F:33])([F:32])[F:19])(=[O:23])=[O:22])[N:3]=1, predict the reactants needed to synthesize it. The reactants are: [OH:1][C:2]1[N:3]=[CH:4][C:5]2[C:10]([CH:11]=1)=[CH:9][CH:8]=[CH:7][CH:6]=2.C(N(CC)CC)C.[F:19][C:20]([F:33])([F:32])[S:21](O[S:21]([C:20]([F:33])([F:32])[F:19])(=[O:23])=[O:22])(=[O:23])=[O:22]. (3) Given the product [CH2:2]([O:24][C:18]1[C:19]([CH3:23])=[CH:20][CH:21]=[CH:22][C:17]=1[CH3:16])[CH2:3][CH2:4][CH2:5][CH2:6][CH2:7][CH2:8][CH2:9][CH2:10][CH2:11][CH2:12][CH2:13][CH2:14][CH3:15], predict the reactants needed to synthesize it. The reactants are: Br[CH2:2][CH2:3][CH2:4][CH2:5][CH2:6][CH2:7][CH2:8][CH2:9][CH2:10][CH2:11][CH2:12][CH2:13][CH2:14][CH3:15].[CH3:16][C:17]1[CH:22]=[CH:21][CH:20]=[C:19]([CH3:23])[C:18]=1[OH:24].C([O-])([O-])=O.[K+].[K+]. (4) Given the product [N:30]1([CH2:29][N:21]([C:22]2[CH:27]=[CH:26][CH:25]=[CH:24][CH:23]=2)[C:19]([CH:15]2[CH2:16][CH2:17][CH2:18][N:14]2[S:11]([C:6]2[CH:7]=[CH:8][C:9]([CH3:10])=[C:4]([F:3])[CH:5]=2)(=[O:13])=[O:12])=[O:20])[C:34]2[CH:35]=[CH:36][CH:37]=[CH:38][C:33]=2[N:32]=[N:31]1, predict the reactants needed to synthesize it. The reactants are: [H-].[Na+].[F:3][C:4]1[CH:5]=[C:6]([S:11]([N:14]2[CH2:18][CH2:17][CH2:16][CH:15]2[C:19]([NH:21][C:22]2[CH:27]=[CH:26][CH:25]=[CH:24][CH:23]=2)=[O:20])(=[O:13])=[O:12])[CH:7]=[CH:8][C:9]=1[CH3:10].Cl[CH2:29][N:30]1[C:34]2[CH:35]=[CH:36][CH:37]=[CH:38][C:33]=2[N:32]=[N:31]1. (5) Given the product [C:60]([OH:62])(=[O:61])[CH:11]=[CH:13][C:14]1[CH:19]=[CH:18][CH:17]=[CH:16][CH:15]=1, predict the reactants needed to synthesize it. The reactants are: CC1(C)S[C@@H]2[C@H](N[C:11]([C@H:13](N)[C:14]3[CH:15]=[CH:16][CH:17]=[CH:18][CH:19]=3)=O)C(=O)N2[C@H]1C(O)=O.CC(S[C@@H]1O[C@H](CO)[C@H](O)[C@H](O)[C@H]1O)C.P([O-])([O-])([O-])=O.[K+].[K+].[K+].S([O-])([O-])(=O)=S.[Na+].[Na+].C(C(O)=O)CP(CCC(O)=O)CC[C:60]([OH:62])=[O:61].Cl.[Na+].[Cl-].C1C=CC(CS(F)(=O)=O)=CC=1.[Mg+2].[Cl-].[Cl-].N1C=CN=C1.CCC(COC(C(N(CC[NH+](C)C)C)=O)(C1C=CC=CC=1)C1C=CC=CC=1)CC.[Cl-]. (6) Given the product [NH2:29][C:30]1[S:34][C:33]([C:35]2[C:40]([F:41])=[CH:39][CH:38]=[CH:37][C:36]=2[F:42])=[N:32][C:31]=1[C:43]([NH:1][C:2]1[CH:3]=[N:4][CH:5]=[CH:6][C:7]=1[N:8]1[CH2:13][CH2:12][CH2:11][C@H:10]([NH2:14])[CH2:9]1)=[O:44], predict the reactants needed to synthesize it. The reactants are: [NH2:1][C:2]1[CH:3]=[N:4][CH:5]=[CH:6][C:7]=1[N:8]1[CH2:13][CH2:12][CH2:11][C@@H:10]([NH:14]C(=O)OC(C)(C)C)[CH2:9]1.C(OC([NH:29][C:30]1[S:34][C:33]([C:35]2[C:40]([F:41])=[CH:39][CH:38]=[CH:37][C:36]=2[F:42])=[N:32][C:31]=1[C:43](O)=[O:44])=O)(C)(C)C. (7) Given the product [C:1]1([S:7]([N:10]2[C:14]3=[N:15][CH:16]=[C:17]([CH2:19][O:20][CH3:21])[CH:18]=[C:13]3[CH:12]=[C:11]2[CH:22]([OH:39])[CH2:23][CH:24]2[CH2:25][CH2:29][CH2:28][CH2:27]2)(=[O:8])=[O:9])[CH:6]=[CH:5][CH:4]=[CH:3][CH:2]=1, predict the reactants needed to synthesize it. The reactants are: [C:1]1([S:7]([N:10]2[C:14]3=[N:15][CH:16]=[C:17]([CH2:19][O:20][CH3:21])[CH:18]=[C:13]3[CH:12]=[CH:11]2)(=[O:9])=[O:8])[CH:6]=[CH:5][CH:4]=[CH:3][CH:2]=1.[CH2:22]([Li])[CH2:23][CH2:24][CH3:25].[CH3:27][CH2:28][CH2:29]CCC.C1(C=[O:39])CCCC1.